From a dataset of Reaction yield outcomes from USPTO patents with 853,638 reactions. Predict the reaction yield, written as a fraction of the theoretical maximum amount of product (1.0 means a 100% yield; for example, 0.34 means a 34% yield). (1) The reactants are [CH3:1][O:2][C:3](=[O:37])[CH:4]([C:9]1[CH:10]=[C:11]([C:23]2[CH:28]=[C:27]([C:29]([F:32])([F:31])[F:30])[CH:26]=[C:25]([C:33]([F:36])([F:35])[F:34])[CH:24]=2)[CH:12]=[C:13](OS(C(F)(F)F)(=O)=O)[CH:14]=1)[CH2:5][CH:6]([CH3:8])[CH3:7].[C:38]([C:40]1[CH:41]=[C:42](B(O)O)[CH:43]=[CH:44][CH:45]=1)#[N:39]. No catalyst specified. The product is [CH3:1][O:2][C:3](=[O:37])[CH:4]([C:9]1[CH:10]=[C:11]([C:23]2[CH:28]=[C:27]([C:29]([F:31])([F:32])[F:30])[CH:26]=[C:25]([C:33]([F:34])([F:36])[F:35])[CH:24]=2)[CH:12]=[C:13]([C:44]2[CH:43]=[CH:42][CH:41]=[C:40]([C:38]#[N:39])[CH:45]=2)[CH:14]=1)[CH2:5][CH:6]([CH3:7])[CH3:8]. The yield is 0.480. (2) The reactants are [NH2:1][C:2]1[C:7]([Cl:8])=[C:6]([O:9][CH3:10])[CH:5]=[CH:4][C:3]=1[C:11](=[O:13])[CH3:12].[CH:14]([C:17]1[N:18]=[C:19]([C:22](Cl)=[O:23])[S:20][CH:21]=1)([CH3:16])[CH3:15].C(C1C=CC(OC)=CC=1NC(C1SC=C(C(C)C)N=1)=O)(=O)C. No catalyst specified. The product is [C:11]([C:3]1[C:2]([NH:1][C:22]([C:19]2[S:20][CH:21]=[C:17]([CH:14]([CH3:16])[CH3:15])[N:18]=2)=[O:23])=[C:7]([Cl:8])[C:6]([O:9][CH3:10])=[CH:5][CH:4]=1)(=[O:13])[CH3:12]. The yield is 0.800. (3) The reactants are C(=[N:14][CH:15]([CH2:27][C:28]1[CH:33]=[CH:32][C:31](Br)=[CH:30][C:29]=1Cl)[C:16](N1CC2C(=CC=CC=2)C1)=[O:17])(C1C=CC=CC=1)C1C=CC=CC=1.[C:36]1(B(O)O)[CH:41]=[CH:40][CH:39]=[CH:38][CH:37]=1.C(=O)([O-])[O-:46].[Na+].[Na+]. The catalyst is O1CCOCC1.O. The product is [CH:39]1[CH:40]=[CH:41][C:36]([C:31]2[CH:32]=[CH:33][C:28]([CH2:27][C@H:15]([NH2:14])[C:16]([OH:17])=[O:46])=[CH:29][CH:30]=2)=[CH:37][CH:38]=1. The yield is 1.00. (4) The reactants are [H-].[Na+].[CH2:3]([OH:7])[CH2:4][CH2:5][CH3:6].Cl[C:9]1[N:10]=[C:11]([N:29]2[CH2:34][CH2:33][NH:32][CH2:31][CH:30]2[C:35](=[O:44])[NH:36][C:37]2[CH:42]=[CH:41][CH:40]=[C:39]([CH3:43])[CH:38]=2)[C:12]2[N:18]=[C:17]([C:19]3[CH:24]=[CH:23][C:22]([O:25][CH3:26])=[C:21]([O:27][CH3:28])[CH:20]=3)[CH:16]=[CH:15][C:13]=2[N:14]=1. The catalyst is O1CCCC1.O.CCCCCC.C(OCC)(=O)C. The product is [CH2:3]([O:7][C:9]1[N:10]=[C:11]([N:29]2[CH2:34][CH2:33][NH:32][CH2:31][CH:30]2[C:35](=[O:44])[NH:36][C:37]2[CH:42]=[CH:41][CH:40]=[C:39]([CH3:43])[CH:38]=2)[C:12]2[N:18]=[C:17]([C:19]3[CH:24]=[CH:23][C:22]([O:25][CH3:26])=[C:21]([O:27][CH3:28])[CH:20]=3)[CH:16]=[CH:15][C:13]=2[N:14]=1)[CH2:4][CH2:5][CH3:6]. The yield is 0.930. (5) The reactants are [CH2:1]([C:4]1[CH:9]=[CH:8][C:7]([Cl:10])=[C:6]([C:11]2[CH:16]=[CH:15][CH:14]=[CH:13][C:12]=2[CH3:17])[C:5]=1[OH:18])[CH:2]=[CH2:3]. The catalyst is C(Cl)Cl.CC1C=CC=CC=1[P](C1C=CC=CC=1C)([Pd](Cl)(Cl)[P](C1=C(C)C=CC=C1)(C1C=CC=CC=1C)C1C=CC=CC=1C)C1C=CC=CC=1C. The product is [Cl:10][C:7]1[CH:8]=[CH:9][C:4]([CH:1]=[CH:2][CH3:3])=[C:5]([OH:18])[C:6]=1[C:11]1[CH:16]=[CH:15][CH:14]=[CH:13][C:12]=1[CH3:17]. The yield is 0.500.